Dataset: Catalyst prediction with 721,799 reactions and 888 catalyst types from USPTO. Task: Predict which catalyst facilitates the given reaction. (1) Reactant: Cl.[C:2]1([C@@H:14]2[CH2:19][CH2:18][CH2:17][C@H:16]([NH2:20])[CH2:15]2)[N:6]2[C:7]3[CH:13]=[CH:12][NH:11][C:8]=3[N:9]=[CH:10][C:5]2=[N:4][N:3]=1.C1N=CN([C:26]([N:28]2[CH:32]=N[CH:30]=[CH:29]2)=[O:27])C=1.N1CCC[CH2:34]1. Product: [C:2]1([C@@H:14]2[CH2:19][CH2:18][CH2:17][C@H:16]([NH:20][C:26]([N:28]3[CH2:29][CH2:30][CH2:34][CH2:32]3)=[O:27])[CH2:15]2)[N:6]2[C:7]3[CH:13]=[CH:12][NH:11][C:8]=3[N:9]=[CH:10][C:5]2=[N:4][N:3]=1. The catalyst class is: 17. (2) Reactant: CS(Cl)(=O)=O.[CH2:6]([N:13]([CH2:29][CH2:30]O)[C:14]([NH:16][C:17]([C:19]1[CH:20]=[N:21][CH:22]=[CH:23][C:24]=1[C:25]([F:28])([F:27])[F:26])=[O:18])=[O:15])[C:7]1[CH:12]=[CH:11][CH:10]=[CH:9][CH:8]=1.C(N(CC)CC)C. Product: [CH2:6]([N:13]1[CH2:29][CH2:30][N:16]([C:17]([C:19]2[CH:20]=[N:21][CH:22]=[CH:23][C:24]=2[C:25]([F:27])([F:28])[F:26])=[O:18])[C:14]1=[O:15])[C:7]1[CH:12]=[CH:11][CH:10]=[CH:9][CH:8]=1. The catalyst class is: 4. (3) Reactant: [C:1]([O:5][C:6](=[O:22])[NH:7][C@H:8]([C@H:19]1[CH2:21][O:20]1)[CH2:9][C:10]1[CH:15]=[CH:14][CH:13]=[C:12]([CH2:16][CH:17]=[CH2:18])[CH:11]=1)([CH3:4])([CH3:3])[CH3:2].[CH:23]([C:26]1[CH:27]=[C:28]([CH:31]=[CH:32][CH:33]=1)[CH2:29][NH2:30])([CH3:25])[CH3:24]. Product: [C:1]([O:5][C:6](=[O:22])[NH:7][C@@H:8]([CH2:9][C:10]1[CH:15]=[CH:14][CH:13]=[C:12]([CH2:16][CH:17]=[CH2:18])[CH:11]=1)[C@H:19]([OH:20])[CH2:21][NH:30][CH2:29][C:28]1[CH:31]=[CH:32][CH:33]=[C:26]([CH:23]([CH3:25])[CH3:24])[CH:27]=1)([CH3:4])([CH3:3])[CH3:2]. The catalyst class is: 8. (4) Reactant: Br[C:2]1[CH:3]=[C:4]([NH:10][C:11]2[CH:15]=[C:14]([CH3:16])[N:13]([CH:17]3[CH2:20][O:19][CH2:18]3)[N:12]=2)[C:5](=[O:9])[N:6]([CH3:8])[CH:7]=1.[C:21]([O:24][CH2:25][C:26]1[C:27]([N:41]2[CH2:52][CH2:51][N:50]3[C:43](=[CH:44][C:45]4[CH2:46][C:47]([CH3:54])([CH3:53])[CH2:48][C:49]=43)[C:42]2=[O:55])=[N:28][CH:29]=[CH:30][C:31]=1B1OC(C)(C)C(C)(C)O1)(=[O:23])[CH3:22].CC(O[Na])=O.[O-]P([O-])([O-])=O.[K+].[K+].[K+]. Product: [C:21]([O:24][CH2:25][C:26]1[C:27]([N:41]2[CH2:52][CH2:51][N:50]3[C:43](=[CH:44][C:45]4[CH2:46][C:47]([CH3:54])([CH3:53])[CH2:48][C:49]=43)[C:42]2=[O:55])=[N:28][CH:29]=[CH:30][C:31]=1[C:2]1[CH:3]=[C:4]([NH:10][C:11]2[CH:15]=[C:14]([CH3:16])[N:13]([CH:17]3[CH2:20][O:19][CH2:18]3)[N:12]=2)[C:5](=[O:9])[N:6]([CH3:8])[CH:7]=1)(=[O:23])[CH3:22]. The catalyst class is: 379. (5) Reactant: Br[C:2]1[CH:11]=[CH:10][C:5]([C:6]([O:8]C)=[O:7])=[CH:4][C:3]=1[O:12][CH3:13].[CH3:14][C:15]1[C:16](B(O)O)=[CH:17][S:18][CH:19]=1.C(=O)([O-])[O-].[K+].[K+].[OH-].[Na+]. Product: [CH3:13][O:12][C:3]1[CH:4]=[C:5]([CH:10]=[CH:11][C:2]=1[C:16]1[C:15]([CH3:14])=[CH:19][S:18][CH:17]=1)[C:6]([OH:8])=[O:7]. The catalyst class is: 398. (6) Reactant: C([O:3][C:4]([C:6]1([CH3:20])[CH2:14][C:13]2[C:8](=[C:9]([CH3:18])[C:10]([CH:16]=[CH2:17])=[C:11]([CH3:15])[CH:12]=2)[C:7]1=[O:19])=O)C.[H-].[H-].[H-].[H-].[Li+].[Al+3]. Product: [OH:3][CH2:4][C:6]1([CH3:20])[CH2:14][C:13]2[C:8](=[C:9]([CH3:18])[C:10]([CH:16]=[CH2:17])=[C:11]([CH3:15])[CH:12]=2)[CH:7]1[OH:19]. The catalyst class is: 1. (7) Reactant: Br[CH2:2][C:3]#[N:4].C(N(C(C)C)C(C)C)C.[C:14]([O:18][C:19]([NH:21][C@@H:22]([CH2:26][S:27][S:28][C:29]([CH3:32])([CH3:31])[CH3:30])[C:23]([OH:25])=[O:24])=[O:20])([CH3:17])([CH3:16])[CH3:15].[Cl-].[NH4+]. Product: [C:14]([O:18][C:19]([NH:21][C@@H:22]([CH2:26][S:27][S:28][C:29]([CH3:32])([CH3:31])[CH3:30])[C:23]([O:25][CH2:2][C:3]#[N:4])=[O:24])=[O:20])([CH3:17])([CH3:16])[CH3:15]. The catalyst class is: 3. (8) Reactant: [C:1]([C:3]1[C:8]2[N:9]=[C:10]([C:12]([N:14]([O:16][CH3:17])[CH3:15])=[O:13])[O:11][C:7]=2[C:6](F)=[C:5]([C:19]2[CH:24]=[CH:23][CH:22]=[CH:21][CH:20]=2)[C:4]=1[CH3:25])#[N:2].C(N(CC)CC)C.[CH3:33][N:34]([CH3:40])[C@H:35]1[CH2:39][CH2:38][NH:37][CH2:36]1.C(OCC)(=O)C. Product: [C:1]([C:3]1[C:8]2[N:9]=[C:10]([C:12]([N:14]([O:16][CH3:17])[CH3:15])=[O:13])[O:11][C:7]=2[C:6]([N:37]2[CH2:38][CH2:39][C@H:35]([N:34]([CH3:40])[CH3:33])[CH2:36]2)=[C:5]([C:19]2[CH:24]=[CH:23][CH:22]=[CH:21][CH:20]=2)[C:4]=1[CH3:25])#[N:2]. The catalyst class is: 550. (9) Reactant: [CH3:1][C:2]1[O:6][C:5]([C:7]2[CH:12]=[CH:11][CH:10]=[CH:9][CH:8]=2)=[N:4][C:3]=1[CH2:13][CH2:14][O:15][C:16]1[N:21]=[CH:20][C:19]([CH2:22][O:23][C:24]2[CH:29]=[CH:28][CH:27]=[CH:26][C:25]=2[CH2:30][C:31]([O:33]C)=[O:32])=[CH:18][CH:17]=1.O1CCCC1.[OH-].[Na+].Cl. Product: [CH3:1][C:2]1[O:6][C:5]([C:7]2[CH:8]=[CH:9][CH:10]=[CH:11][CH:12]=2)=[N:4][C:3]=1[CH2:13][CH2:14][O:15][C:16]1[N:21]=[CH:20][C:19]([CH2:22][O:23][C:24]2[CH:29]=[CH:28][CH:27]=[CH:26][C:25]=2[CH2:30][C:31]([OH:33])=[O:32])=[CH:18][CH:17]=1. The catalyst class is: 72. (10) Reactant: [CH3:1][S:2]([N:5]1[CH2:10][CH:9]=[C:8]([C:11]2[CH:12]=[C:13]3[CH2:19][C@@:18]([CH3:26])([CH:20]4[CH2:25][CH2:24][NH:23][CH2:22][CH2:21]4)[O:17][C:14]3=[CH:15][N:16]=2)[CH2:7][CH2:6]1)(=[O:4])=[O:3].Br[C:28]1[C:33]([F:34])=[CH:32][C:31]([C:35]([F:38])([F:37])[F:36])=[CH:30][N:29]=1.C(=O)([O-])[O-].[K+].[K+]. Product: [CH3:1][S:2]([N:5]1[CH2:6][CH:7]=[C:8]([C:11]2[CH:12]=[C:13]3[CH2:19][C@@:18]([CH3:26])([CH:20]4[CH2:25][CH2:24][N:23]([C:28]5[C:33]([F:34])=[CH:32][C:31]([C:35]([F:38])([F:36])[F:37])=[CH:30][N:29]=5)[CH2:22][CH2:21]4)[O:17][C:14]3=[CH:15][N:16]=2)[CH2:9][CH2:10]1)(=[O:3])=[O:4]. The catalyst class is: 16.